Regression. Given a peptide amino acid sequence and an MHC pseudo amino acid sequence, predict their binding affinity value. This is MHC class II binding data. From a dataset of Peptide-MHC class II binding affinity with 134,281 pairs from IEDB. The peptide sequence is KPTAAGPKDNGGACG. The MHC is DRB1_0901 with pseudo-sequence DRB1_0901. The binding affinity (normalized) is 0.0623.